This data is from Full USPTO retrosynthesis dataset with 1.9M reactions from patents (1976-2016). The task is: Predict the reactants needed to synthesize the given product. (1) Given the product [CH:1]1([C:6]2[O:7][C:10]([C:11]3[CH:12]=[CH:13][C:14]([C:17]#[C:18][C:19]4[CH:24]=[CH:23][CH:22]=[C:21]([F:25])[CH:20]=4)=[CH:15][CH:16]=3)=[N:9][N:8]=2)[CH2:5][CH2:4][CH2:3][CH2:2]1, predict the reactants needed to synthesize it. The reactants are: [CH:1]1([C:6]([NH:8][NH:9][C:10](=O)[C:11]2[CH:16]=[CH:15][C:14]([C:17]#[C:18][C:19]3[CH:24]=[CH:23][CH:22]=[C:21]([F:25])[CH:20]=3)=[CH:13][CH:12]=2)=[O:7])[CH2:5][CH2:4][CH2:3][CH2:2]1. (2) The reactants are: [OH:1][C:2]1[CH:7]=[CH:6][C:5]([N:8]2[C:13](=[O:14])[C:12]([CH2:15][C:16]3[CH:21]=[CH:20][C:19]([C:22]4[C:23]([C:28]#[N:29])=[CH:24][CH:25]=[CH:26][CH:27]=4)=[CH:18][CH:17]=3)=[C:11]([CH2:30][CH2:31][CH3:32])[N:10]=[C:9]2[CH3:33])=[CH:4][CH:3]=1.[O:34]1[CH2:39][CH2:38][CH:37](O)[CH2:36][CH2:35]1.C1(P(C2C=CC=CC=2)C2C=CC=CC=2)C=CC=CC=1.[N:61]([C:62]([O:64]C(C)C)=[O:63])=[N:61][C:62]([O:64]C(C)C)=[O:63]. Given the product [CH3:33][C:9]1[N:8]([C:5]2[CH:4]=[CH:3][C:2]([O:1][CH:37]3[CH2:38][CH2:39][O:34][CH2:35][CH2:36]3)=[CH:7][CH:6]=2)[C:13](=[O:14])[C:12]([CH2:15][C:16]2[CH:21]=[CH:20][C:19]([C:22]3[CH:27]=[CH:26][CH:25]=[CH:24][C:23]=3[C:28]3[NH:61][C:62](=[O:63])[O:64][N:29]=3)=[CH:18][CH:17]=2)=[C:11]([CH2:30][CH2:31][CH3:32])[N:10]=1, predict the reactants needed to synthesize it. (3) Given the product [O:4]1[C:5]2([CH2:10][CH2:9][CH:8]([C:11]3[C:16]([OH:17])=[CH:15][CH:14]=[CH:13][N:12]=3)[CH2:7][CH2:6]2)[O:1][CH2:2][CH2:3]1, predict the reactants needed to synthesize it. The reactants are: [O:1]1[C:5]2([CH2:10][CH2:9][C:8]([C:11]3[C:16]([OH:17])=[CH:15][CH:14]=[CH:13][N:12]=3)=[CH:7][CH2:6]2)[O:4][CH2:3][CH2:2]1. (4) Given the product [C:34]([C:36]1[C@@H:19]([C:18]2[CH:21]=[CH:22][C:15]([O:8][C:9]3[CH:14]=[CH:13][CH:12]=[CH:11][CH:10]=3)=[CH:16][CH:17]=2)[C@H:26]([N+:27]2[CH:32]=[CH:31][CH:30]=[CH:29][CH:28]=2)[C:25](=[O:33])[NH:24][C:37]=1[O-:38])#[N:35], predict the reactants needed to synthesize it. The reactants are: C(N(CC)CC)C.[O:8]([C:15]1[CH:22]=[CH:21][C:18]([CH:19]=O)=[CH:17][CH:16]=1)[C:9]1[CH:14]=[CH:13][CH:12]=[CH:11][CH:10]=1.[Cl-].[NH2:24][C:25](=[O:33])[CH2:26][N+:27]1[CH:32]=[CH:31][CH:30]=[CH:29][CH:28]=1.[C:34]([CH2:36][C:37](OCC)=[O:38])#[N:35]. (5) Given the product [Cl:34][C:35]1[N:40]=[C:39]([C:41]2[S:45][C:44]([CH:46]([CH3:48])[CH3:47])=[N:43][C:42]=2[C:49]2[CH:50]=[CH:51][C:52]([F:56])=[C:53]([NH:54][S:64]([C:60]3[CH:61]=[CH:62][CH:63]=[C:58]([F:57])[CH:59]=3)(=[O:66])=[O:65])[CH:55]=2)[CH:38]=[CH:37][N:36]=1, predict the reactants needed to synthesize it. The reactants are: ClC1N=C(C2SC(C(C)C)=NC=2C2C=C(NS(C3C(F)=CC=CC=3F)(=O)=O)C=CC=2)C=CN=1.[Cl:34][C:35]1[N:40]=[C:39]([C:41]2[S:45][C:44]([CH:46]([CH3:48])[CH3:47])=[N:43][C:42]=2[C:49]2[CH:50]=[CH:51][C:52]([F:56])=[C:53]([CH:55]=2)[NH2:54])[CH:38]=[CH:37][N:36]=1.[F:57][C:58]1[CH:59]=[C:60]([S:64](Cl)(=[O:66])=[O:65])[CH:61]=[CH:62][CH:63]=1. (6) Given the product [N:32]1([C:38]2[CH:43]=[CH:42][C:41]([NH:44][C:45]3[N:50]=[CH:49][C:48]4=[CH:51][CH:52]=[C:53]([B:54]5[O:55][C:56]([CH3:62])([CH3:61])[C:57]([CH3:60])([CH3:59])[O:58]5)[N:47]4[N:46]=3)=[CH:40][CH:39]=2)[CH2:33][CH2:34][O:35][CH2:36][CH2:37]1.[CH3:7][N:5]1[CH:6]=[C:2]([C:10]2[N:18]3[C:13]([CH:14]=[N:15][C:16]([NH:19][C:20]4[CH:25]=[CH:24][C:23]([N:26]5[CH2:31][CH2:30][O:29][CH2:28][CH2:27]5)=[CH:22][CH:21]=4)=[N:17]3)=[CH:12][CH:11]=2)[N:3]=[C:4]1[CH3:8], predict the reactants needed to synthesize it. The reactants are: Br[C:2]1[N:3]=[C:4]([CH3:8])[N:5]([CH3:7])[CH:6]=1.Br[C:10]1[N:18]2[C:13]([CH:14]=[N:15][C:16]([NH:19][C:20]3[CH:25]=[CH:24][C:23]([N:26]4[CH2:31][CH2:30][O:29][CH2:28][CH2:27]4)=[CH:22][CH:21]=3)=[N:17]2)=[CH:12][CH:11]=1.[N:32]1([C:38]2[CH:43]=[CH:42][C:41]([NH:44][C:45]3[N:50]=[CH:49][C:48]4=[CH:51][CH:52]=[C:53]([B:54]5[O:58][C:57]([CH3:60])([CH3:59])[C:56]([CH3:62])([CH3:61])[O:55]5)[N:47]4[N:46]=3)=[CH:40][CH:39]=2)[CH2:37][CH2:36][O:35][CH2:34][CH2:33]1. (7) Given the product [CH3:35][O:34][C:31]1[CH:30]=[CH:29][C:28]([C:4]2[CH:5]=[CH:6][C:7]([C:8]([NH:10][C@H:11]([C:18]([O:20][CH2:21][C:22]3[CH:23]=[CH:24][CH:25]=[CH:26][CH:27]=3)=[O:19])[CH2:12][C:13]([O:15][CH2:16][CH3:17])=[O:14])=[O:9])=[C:2]([NH:1][C:37]([NH:36][C:39]3[C:40]([CH3:47])=[CH:41][C:42]([CH3:46])=[CH:43][C:44]=3[CH3:45])=[O:38])[CH:3]=2)=[CH:33][CH:32]=1, predict the reactants needed to synthesize it. The reactants are: [NH2:1][C:2]1[CH:3]=[C:4]([C:28]2[CH:33]=[CH:32][C:31]([O:34][CH3:35])=[CH:30][CH:29]=2)[CH:5]=[CH:6][C:7]=1[C:8]([NH:10][C@H:11]([C:18]([O:20][CH2:21][C:22]1[CH:27]=[CH:26][CH:25]=[CH:24][CH:23]=1)=[O:19])[CH2:12][C:13]([O:15][CH2:16][CH3:17])=[O:14])=[O:9].[N:36]([C:39]1[C:44]([CH3:45])=[CH:43][C:42]([CH3:46])=[CH:41][C:40]=1[CH3:47])=[C:37]=[O:38].